This data is from Catalyst prediction with 721,799 reactions and 888 catalyst types from USPTO. The task is: Predict which catalyst facilitates the given reaction. Reactant: [N+:1]([C:4]1[C:9]([O:10][CH:11]2[C:15]3([CH2:17][CH2:16]3)[CH2:14][N:13]([C:18]([O:20][C:21]([CH3:24])([CH3:23])[CH3:22])=[O:19])[CH2:12]2)=[CH:8][CH:7]=[CH:6][N:5]=1)([O-])=O. Product: [NH2:1][C:4]1[C:9]([O:10][CH:11]2[C:15]3([CH2:16][CH2:17]3)[CH2:14][N:13]([C:18]([O:20][C:21]([CH3:24])([CH3:23])[CH3:22])=[O:19])[CH2:12]2)=[CH:8][CH:7]=[CH:6][N:5]=1. The catalyst class is: 5.